Dataset: Forward reaction prediction with 1.9M reactions from USPTO patents (1976-2016). Task: Predict the product of the given reaction. (1) Given the reactants C[O:2][C:3]1[C:4](=[O:23])[N:5]([CH3:22])[C:6]([C:9]2[CH:14]=[CH:13][C:12]([O:15][C:16]3[CH:21]=[CH:20][CH:19]=[CH:18][CH:17]=3)=[CH:11][CH:10]=2)=[N:7][CH:8]=1.B(Br)(Br)Br, predict the reaction product. The product is: [OH:2][C:3]1[C:4](=[O:23])[N:5]([CH3:22])[C:6]([C:9]2[CH:10]=[CH:11][C:12]([O:15][C:16]3[CH:21]=[CH:20][CH:19]=[CH:18][CH:17]=3)=[CH:13][CH:14]=2)=[N:7][CH:8]=1. (2) Given the reactants C([O:3][C:4](=[O:31])[CH2:5][CH:6]1[O:10][B:9]([OH:11])[C:8]2[CH:12]=[C:13]([O:17][C:18]3[S:19][C:20]([NH:23][C:24]([O:26][C:27]([CH3:30])([CH3:29])[CH3:28])=[O:25])=[CH:21][N:22]=3)[CH:14]=[C:15]([CH3:16])[C:7]1=2)C.[Li+].[OH-].Cl, predict the reaction product. The product is: [C:27]([O:26][C:24]([NH:23][C:20]1[S:19][C:18]([O:17][C:13]2[CH:14]=[C:15]([CH3:16])[C:7]3[CH:6]([CH2:5][C:4]([OH:31])=[O:3])[O:10][B:9]([OH:11])[C:8]=3[CH:12]=2)=[N:22][CH:21]=1)=[O:25])([CH3:30])([CH3:29])[CH3:28]. (3) Given the reactants [Cl:1][C:2]1[CH:3]=[C:4]([O:12][C:13]2[C:25]([F:26])=[CH:24][C:16]([C:17]([O:19]C(C)(C)C)=[O:18])=[C:15]([F:27])[CH:14]=2)[CH:5]=[N:6][C:7]=1[O:8][CH:9]([CH3:11])[CH3:10].O1CCCC1.CO.[OH-].[Na+].Cl, predict the reaction product. The product is: [Cl:1][C:2]1[CH:3]=[C:4]([O:12][C:13]2[C:25]([F:26])=[CH:24][C:16]([C:17]([OH:19])=[O:18])=[C:15]([F:27])[CH:14]=2)[CH:5]=[N:6][C:7]=1[O:8][CH:9]([CH3:11])[CH3:10]. (4) The product is: [CH2:1]([S:3][C:4]1[CH:11]=[C:10]([N:12]2[CH2:13][CH2:14][O:15][CH2:16][CH2:17]2)[CH:9]=[C:8]([CH3:18])[C:5]=1[C:6]([NH2:7])=[O:21])[CH3:2]. Given the reactants [CH2:1]([S:3][C:4]1[CH:11]=[C:10]([N:12]2[CH2:17][CH2:16][O:15][CH2:14][CH2:13]2)[CH:9]=[C:8]([CH3:18])[C:5]=1[C:6]#[N:7])[CH3:2].N.S(=O)(=O)(O)[OH:21], predict the reaction product. (5) Given the reactants [S:1]1[CH:5]=[CH:4][CH:3]=[C:2]1[CH:6]=O.[CH3:8][O:9][CH2:10][CH2:11][NH2:12].[C:13]1(=[O:24])[O:19][C:17](=O)[C:16]2=[CH:20][CH:21]=[CH:22][CH:23]=[C:15]2[CH2:14]1.[N:25]1([C:30]2[CH:31]=[C:32]([CH:34]=[CH:35][CH:36]=2)[NH2:33])[CH:29]=[CH:28][CH:27]=[CH:26]1, predict the reaction product. The product is: [N:25]1([C:30]2[CH:31]=[C:32]([NH:33][C:13]([CH:14]3[C:15]4[C:16](=[CH:20][CH:21]=[CH:22][CH:23]=4)[C:17](=[O:19])[N:12]([CH2:11][CH2:10][O:9][CH3:8])[CH:6]3[C:2]3[S:1][CH:5]=[CH:4][CH:3]=3)=[O:24])[CH:34]=[CH:35][CH:36]=2)[CH:26]=[CH:27][CH:28]=[CH:29]1. (6) The product is: [Br:1][C:2]1[CH:29]=[CH:28][C:5]([CH2:6][NH:7][N:8]2[C:17](=[O:18])[C:16]3[C:11](=[CH:12][C:13]([OH:19])=[CH:14][CH:15]=3)[N:10]=[C:9]2[C:21]2[CH:26]=[CH:25][C:24]([F:27])=[CH:23][CH:22]=2)=[CH:4][CH:3]=1. Given the reactants [Br:1][C:2]1[CH:29]=[CH:28][C:5]([CH2:6][NH:7][N:8]2[C:17](=[O:18])[C:16]3[C:11](=[CH:12][C:13]([O:19]C)=[CH:14][CH:15]=3)[N:10]=[C:9]2[C:21]2[CH:26]=[CH:25][C:24]([F:27])=[CH:23][CH:22]=2)=[CH:4][CH:3]=1.[I-].[Li+], predict the reaction product.